From a dataset of Reaction yield outcomes from USPTO patents with 853,638 reactions. Predict the reaction yield, written as a fraction of the theoretical maximum amount of product (1.0 means a 100% yield; for example, 0.34 means a 34% yield). The reactants are [O:1]=[C:2]1[CH2:7][CH2:6][O:5][CH2:4][CH:3]1[C:8]([O:10][CH3:11])=[O:9].O[C:13]1CCOCC=1C(OC)=O.[H-].[Na+].IC. The catalyst is CN(C=O)C.C(OCC)(=O)C. The product is [CH3:13][C:3]1([C:8]([O:10][CH3:11])=[O:9])[C:2](=[O:1])[CH2:7][CH2:6][O:5][CH2:4]1. The yield is 0.610.